From a dataset of Reaction yield outcomes from USPTO patents with 853,638 reactions. Predict the reaction yield, written as a fraction of the theoretical maximum amount of product (1.0 means a 100% yield; for example, 0.34 means a 34% yield). (1) The product is [OH:1][C:2]1[CH:7]=[C:6]([OH:8])[C:5]([CH:9]([CH3:10])[CH3:11])=[CH:4][C:3]=1[C:12]1[N:16]([C:17]2[CH:18]=[C:19]3[C:23](=[CH:24][CH:25]=2)[CH2:22][CH:21]([N:29]([CH3:30])[CH3:28])[CH2:20]3)[C:15](=[O:32])[NH:14][N:13]=1. The catalyst is C1COCC1.CC(O)=O. The reactants are [OH:1][C:2]1[CH:7]=[C:6]([OH:8])[C:5]([CH:9]([CH3:11])[CH3:10])=[CH:4][C:3]=1[C:12]1[N:16]([C:17]2[CH:18]=[C:19]3[C:23](=[CH:24][CH:25]=2)[CH2:22][C:21](=O)[CH2:20]3)[C:15](S)=[N:14][N:13]=1.[CH3:28][NH:29][CH3:30].[BH-](OC(C)=O)(OC(C)=O)[O:32]C(C)=O.[Na+].O. The yield is 0.250. (2) The reactants are Br[C:2]1[S:6][C:5]([NH:7][C:8]([NH:10][C:11]2[CH:16]=[CH:15][C:14]([CH3:17])=[CH:13][C:12]=2[C:18]([CH:20]2[CH2:24][CH2:23][CH2:22][CH2:21]2)=[O:19])=[O:9])=[N:4][CH:3]=1.[NH:25]1[CH:29]=[CH:28][N:27]=[C:26]1[SH:30]. No catalyst specified. The product is [CH:20]1([C:18]([C:12]2[CH:13]=[C:14]([CH3:17])[CH:15]=[CH:16][C:11]=2[NH:10][C:8]([NH:7][C:5]2[S:6][C:2]([S:30][C:26]3[NH:25][CH:29]=[CH:28][N:27]=3)=[CH:3][N:4]=2)=[O:9])=[O:19])[CH2:24][CH2:23][CH2:22][CH2:21]1. The yield is 0.350. (3) The catalyst is CO. The yield is 0.870. The reactants are [C:1]([NH:5][C@H:6]([C:17]([O:19]C)=[O:18])[CH2:7][C:8]1[C:16]2[C:11](=[CH:12][CH:13]=[CH:14][CH:15]=2)[NH:10][CH:9]=1)(=[O:4])[CH:2]=[CH2:3].[OH-].[Na+:22]. The product is [C:1]([NH:5][C@H:6]([C:17]([O-:19])=[O:18])[CH2:7][C:8]1[C:16]2[C:11](=[CH:12][CH:13]=[CH:14][CH:15]=2)[NH:10][CH:9]=1)(=[O:4])[CH:2]=[CH2:3].[Na+:22]. (4) The reactants are [C:1]([C:3]1[C:4]([O:39][CH3:40])=[C:5]([CH2:13][N:14]([CH3:38])[C:15](=[O:37])[CH:16]([N:24]([CH:31]2[CH2:35][CH2:34][N:33]([CH3:36])[CH2:32]2)C(=O)C(F)(F)F)[C:17]2[CH:22]=[CH:21][C:20]([F:23])=[CH:19][CH:18]=2)[C:6]2[C:11]([CH:12]=1)=[CH:10][CH:9]=[CH:8][CH:7]=2)#[N:2].C([O-])([O-])=O.[K+].[K+]. The catalyst is CO.O. The product is [C:1]([C:3]1[C:4]([O:39][CH3:40])=[C:5]([CH2:13][N:14]([CH3:38])[C:15](=[O:37])[CH:16]([C:17]2[CH:18]=[CH:19][C:20]([F:23])=[CH:21][CH:22]=2)[NH:24][CH:31]2[CH2:35][CH2:34][N:33]([CH3:36])[CH2:32]2)[C:6]2[C:11]([CH:12]=1)=[CH:10][CH:9]=[CH:8][CH:7]=2)#[N:2]. The yield is 0.620. (5) The reactants are [CH3:1][O:2][C:3]([C:5]1[C:14]2[C:13](F)([F:15])[C:12](=[O:17])[CH:11]=[CH:10][C:9]=2[N:8]=[CH:7][C:6]=1[O:18][C:19](=[O:21])[CH3:20])=[O:4]. The product is [CH3:1][O:2][C:3]([C:5]1[C:14]2[C:9](=[CH:10][CH:11]=[C:12]([OH:17])[C:13]=2[F:15])[N:8]=[CH:7][C:6]=1[O:18][C:19](=[O:21])[CH3:20])=[O:4]. The yield is 0.950. The catalyst is [Pd].CO. (6) The reactants are BrCC(=O)C[CH:5]1[CH2:10][CH2:9][CH2:8]CC1.C(O[C:15]([C:17]1O[S:19][CH:20]=[CH:21][CH:22]=1)=O)C.[NH4+:23].[OH-].[CH3:25][C:26](=[O:30])[O:27][CH2:28][CH3:29]. The catalyst is CCO.O. The product is [CH:17]1([CH2:22][C:21]2[N:23]=[C:25]([C:26]([O:27][CH2:28][CH3:29])=[O:30])[S:19][CH:20]=2)[CH2:15][CH2:8][CH2:9][CH2:10][CH2:5]1. The yield is 0.630. (7) The reactants are [NH:1]1[C:9]2[CH2:8][CH2:7][C@H:6]([C:10]([O:12]C)=[O:11])[CH2:5][C:4]=2[CH:3]=[N:2]1.O.O.[OH-].[Li+]. The catalyst is CO. The product is [NH:1]1[C:9]2[CH2:8][CH2:7][C@H:6]([C:10]([OH:12])=[O:11])[CH2:5][C:4]=2[CH:3]=[N:2]1. The yield is 0.810. (8) The reactants are [CH2:1]([O:8][CH2:9][CH:10]([CH2:12][O:13][Si:14]([C:17]([CH3:20])([CH3:19])[CH3:18])([CH3:16])[CH3:15])[OH:11])[C:2]1[CH:7]=[CH:6][CH:5]=[CH:4][CH:3]=1.[H-].[Na+].[CH3:23]I. The catalyst is C1COCC1. The product is [CH2:1]([O:8][CH2:9][CH:10]([CH2:12][O:13][Si:14]([C:17]([CH3:20])([CH3:19])[CH3:18])([CH3:15])[CH3:16])[O:11][CH3:23])[C:2]1[CH:7]=[CH:6][CH:5]=[CH:4][CH:3]=1. The yield is 0.740. (9) The reactants are [Br:1][C:2]1[CH:3]=[C:4]([F:12])[C:5]2[O:9][C:8](=[O:10])[NH:7][C:6]=2[CH:11]=1.FC(F)(F)S(O[CH2:19][CH:20]([F:22])[F:21])(=O)=O. No catalyst specified. The product is [Br:1][C:2]1[CH:3]=[C:4]([F:12])[C:5]2[O:9][C:8](=[O:10])[N:7]([CH2:19][CH:20]([F:22])[F:21])[C:6]=2[CH:11]=1. The yield is 0.890.